From a dataset of Full USPTO retrosynthesis dataset with 1.9M reactions from patents (1976-2016). Predict the reactants needed to synthesize the given product. (1) The reactants are: CC(OC([N:8](C(OC(C)(C)C)=O)[C:9]1[C:14]2[C:15]([C:18]3[CH:19]=[C:20]4[C:24](=[CH:25][CH:26]=3)[N:23](C(OC(C)(C)C)=O)[CH2:22][CH2:21]4)=[CH:16][O:17][C:13]=2[C:12]([Cl:34])=[CH:11][N:10]=1)=O)(C)C.ClC1C2OC=C(C3C=C4C(=CC=3)N(C(OC(C)(C)C)=O)CC4)C=2C(NC(OC(C)(C)C)=O)=NC=1.Cl. Given the product [Cl:34][C:12]1[C:13]2[O:17][CH:16]=[C:15]([C:18]3[CH:19]=[C:20]4[C:24](=[CH:25][CH:26]=3)[NH:23][CH2:22][CH2:21]4)[C:14]=2[C:9]([NH2:8])=[N:10][CH:11]=1, predict the reactants needed to synthesize it. (2) Given the product [F:16][C:15]([F:17])([F:18])[C:11]1[CH:10]=[C:9]([CH:7]2[CH2:8][CH:6]2[CH2:4][OH:3])[CH:14]=[CH:13][CH:12]=1, predict the reactants needed to synthesize it. The reactants are: C([O:3][C:4]([CH:6]1[CH2:8][CH:7]1[C:9]1[CH:14]=[CH:13][CH:12]=[C:11]([C:15]([F:18])([F:17])[F:16])[CH:10]=1)=O)C.[H-].[Al+3].[Li+].[H-].[H-].[H-].